This data is from Acute oral toxicity (LD50) regression data from Zhu et al.. The task is: Regression/Classification. Given a drug SMILES string, predict its toxicity properties. Task type varies by dataset: regression for continuous values (e.g., LD50, hERG inhibition percentage) or binary classification for toxic/non-toxic outcomes (e.g., AMES mutagenicity, cardiotoxicity, hepatotoxicity). Dataset: ld50_zhu. (1) The compound is OCC1COC(c2ccccc2)O1. The rat oral LD50 is 1.76, given as -log10 of the dose in mol/kg body weight (higher means more acutely toxic). (2) The rat oral LD50 is 1.82, given as -log10 of the dose in mol/kg body weight (higher means more acutely toxic). The compound is OC(c1ccc(Cl)cc1)(c1ccc(Cl)cc1)c1cccnc1. (3) The drug is c1ccc(C2=NCOCS2)cc1. The rat oral LD50 is 2.44, given as -log10 of the dose in mol/kg body weight (higher means more acutely toxic). (4) The rat oral LD50 is 1.22, given as -log10 of the dose in mol/kg body weight (higher means more acutely toxic). The drug is CCCCN(CCCC)C(=O)N(CCCC)CCCC.